Dataset: Catalyst prediction with 721,799 reactions and 888 catalyst types from USPTO. Task: Predict which catalyst facilitates the given reaction. Reactant: CCN(C(C)C)C(C)C.[C:10]([C:12]1[C:13]([N:26]2[CH2:31][CH2:30][CH:29]([C:32](O)=[O:33])[CH2:28][CH2:27]2)=[N:14][C:15]([CH:23]([F:25])[F:24])=[C:16]([C:18]([O:20][CH2:21][CH3:22])=[O:19])[CH:17]=1)#[N:11].CN(C(ON1N=NC2C=CC=CC1=2)=[N+](C)C)C.[B-](F)(F)(F)F.[F:57][C:58]1[CH:63]=[CH:62][CH:61]=[CH:60][C:59]=1[CH2:64][S:65]([NH2:68])(=[O:67])=[O:66]. Product: [C:10]([C:12]1[C:13]([N:26]2[CH2:31][CH2:30][CH:29]([C:32]([NH:68][S:65]([CH2:64][C:59]3[CH:60]=[CH:61][CH:62]=[CH:63][C:58]=3[F:57])(=[O:67])=[O:66])=[O:33])[CH2:28][CH2:27]2)=[N:14][C:15]([CH:23]([F:25])[F:24])=[C:16]([CH:17]=1)[C:18]([O:20][CH2:21][CH3:22])=[O:19])#[N:11]. The catalyst class is: 2.